From a dataset of Full USPTO retrosynthesis dataset with 1.9M reactions from patents (1976-2016). Predict the reactants needed to synthesize the given product. (1) Given the product [OH:10][CH2:9][CH2:8][N:6]1[CH:7]=[C:2]([C:12]2[CH:17]=[CH:16][CH:15]=[CH:14][CH:13]=2)[CH:3]=[N:4][C:5]1=[O:11], predict the reactants needed to synthesize it. The reactants are: Br[C:2]1[CH:3]=[N:4][C:5](=[O:11])[N:6]([CH2:8][CH2:9][OH:10])[CH:7]=1.[C:12]1(B(O)O)[CH:17]=[CH:16][CH:15]=[CH:14][CH:13]=1.C(=O)([O-])[O-].[Na+].[Na+]. (2) The reactants are: [C:1]([O:5][C:6]([N:8]1[CH2:12][CH2:11][CH2:10][C@H:9]1[C:13]1[NH:14][CH:15]=[C:16](Br)[N:17]=1)=[O:7])([CH3:4])([CH3:3])[CH3:2].[CH3:19][O:20][C:21](=[O:62])[NH:22][C@H:23]([C:27]([N:29]1[CH2:33][CH2:32][CH2:31][C@H:30]1[C:34]1[NH:35][CH:36]=[C:37]([C:39]2[CH:44]=[CH:43][C:42]([C:45]3[C:46]4[S:52][CH:51]=[C:50](B5OC(C)(C)C(C)(C)O5)[C:47]=4[S:48][CH:49]=3)=[CH:41][CH:40]=2)[N:38]=1)=[O:28])[CH:24]([CH3:26])[CH3:25].C(=O)([O-])[O-].[Na+].[Na+].C(OCC)(=O)C. Given the product [C:1]([O:5][C:6]([N:8]1[CH2:12][CH2:11][CH2:10][C@H:9]1[C:13]1[NH:17][C:16]([C:50]2[C:47]3[S:48][CH:49]=[C:45]([C:42]4[CH:41]=[CH:40][C:39]([C:37]5[N:38]=[C:34]([C@@H:30]6[CH2:31][CH2:32][CH2:33][N:29]6[C:27](=[O:28])[C@@H:23]([NH:22][C:21]([O:20][CH3:19])=[O:62])[CH:24]([CH3:25])[CH3:26])[NH:35][CH:36]=5)=[CH:44][CH:43]=4)[C:46]=3[S:52][CH:51]=2)=[CH:15][N:14]=1)=[O:7])([CH3:4])([CH3:3])[CH3:2], predict the reactants needed to synthesize it.